This data is from Reaction yield outcomes from USPTO patents with 853,638 reactions. The task is: Predict the reaction yield, written as a fraction of the theoretical maximum amount of product (1.0 means a 100% yield; for example, 0.34 means a 34% yield). (1) The reactants are Br[C:2]1[CH:3]=[C:4]([O:22][CH:23]([CH2:25][CH3:26])[CH3:24])[C:5]([CH3:21])=[C:6]([CH:20]=1)[C:7]([NH:9][CH2:10][C:11]1[C:12](=[O:19])[NH:13][C:14]([CH3:18])=[CH:15][C:16]=1[CH3:17])=[O:8].[C:27]([Zn]C#N)#[N:28].CCOC(C)=O. The catalyst is CC(N(C)C)=O.C1C=CC(P(C2C=CC=CC=2)[C-]2C=CC=C2)=CC=1.C1C=CC(P(C2C=CC=CC=2)[C-]2C=CC=C2)=CC=1.Cl[Pd]Cl.[Fe+2].C(Cl)Cl.C1C=CC(P(C2C=CC=CC=2)[C-]2C=CC=C2)=CC=1.C1C=CC(P(C2C=CC=CC=2)[C-]2C=CC=C2)=CC=1.[Fe+2].[Zn]. The product is [CH:23]([O:22][C:4]1[C:5]([CH3:21])=[C:6]([CH:20]=[C:2]([C:27]#[N:28])[CH:3]=1)[C:7]([NH:9][CH2:10][C:11]1[C:12](=[O:19])[NH:13][C:14]([CH3:18])=[CH:15][C:16]=1[CH3:17])=[O:8])([CH2:25][CH3:26])[CH3:24]. The yield is 0.530. (2) The reactants are [Cl:1][C:2]1[CH:7]=[CH:6][C:5]([C:8]2[S:12][C:11]([C:13]([O:15]CC)=[O:14])=[C:10]([C:18]3[CH:23]=[CH:22][C:21]([S:24](=[O:27])(=[O:26])[NH2:25])=[C:20]([CH3:28])[CH:19]=3)[C:9]=2[CH3:29])=[CH:4][CH:3]=1.[OH-].[Na+].Cl. The catalyst is C(O)C.O. The product is [Cl:1][C:2]1[CH:3]=[CH:4][C:5]([C:8]2[S:12][C:11]([C:13]([OH:15])=[O:14])=[C:10]([C:18]3[CH:23]=[CH:22][C:21]([S:24](=[O:27])(=[O:26])[NH2:25])=[C:20]([CH3:28])[CH:19]=3)[C:9]=2[CH3:29])=[CH:6][CH:7]=1. The yield is 0.940.